Dataset: Tyrosyl-DNA phosphodiesterase HTS with 341,365 compounds. Task: Binary Classification. Given a drug SMILES string, predict its activity (active/inactive) in a high-throughput screening assay against a specified biological target. (1) The compound is Clc1ccc(N2CCN(C(=O)C3CCN(S(=O)(=O)c4cc5oc(=O)n(c5cc4)C)CC3)CC2)cc1. The result is 0 (inactive). (2) The molecule is S(=O)(=O)(C(CNS(=O)(=O)c1cc(F)c(OC)cc1)c1sccc1)c1ccc(cc1)C. The result is 0 (inactive).